This data is from Catalyst prediction with 721,799 reactions and 888 catalyst types from USPTO. The task is: Predict which catalyst facilitates the given reaction. (1) Reactant: [NH2:1][C:2]([NH2:4])=[O:3].N[C:6]1[CH:7]=[C:8]([CH:12]=[CH:13][C:14]=1N)[C:9]([OH:11])=[O:10].O.Cl. Product: [N:1]1[C:2](=[O:3])[N:4]=[C:13]2[CH:12]=[C:8]([C:9]([OH:11])=[O:10])[CH:7]=[CH:6][C:14]=12. The catalyst class is: 709. (2) Reactant: C(OC1C=CC(S(N[CH:16]([C:20]2[CH:25]=[CH:24][C:23]([OH:26])=[CH:22][CH:21]=2)[C:17](O)=[O:18])(=O)=O)=CC=1)C#CC.C([O-])(O)=O.[Na+].C(Cl)CCl.C1C=CC2N(O)N=[N:42]C=2C=1.Cl.C(ON)(C)(C)C. Product: [OH:26][C:23]1[CH:24]=[CH:25][C:20]([CH2:16][C:17]([NH2:42])=[O:18])=[CH:21][CH:22]=1. The catalyst class is: 3. (3) Reactant: [O:1]=[C:2]([C:12]1[CH:13]=[N:14][CH:15]=[CH:16][CH:17]=1)[CH2:3][NH:4][C:5](=[O:11])[O:6][C:7]([CH3:10])([CH3:9])[CH3:8].[BH4-].[Na+]. Product: [OH:1][CH:2]([C:12]1[CH:13]=[N:14][CH:15]=[CH:16][CH:17]=1)[CH2:3][NH:4][C:5](=[O:11])[O:6][C:7]([CH3:10])([CH3:9])[CH3:8]. The catalyst class is: 8. (4) Reactant: [C:1]([O:5][C:6]([N:8]1[CH2:13][CH2:12][CH:11]([O:14][C:15]2[C:20]([C:21]([OH:23])=O)=[CH:19][C:18]([N+:24]([O-:26])=[O:25])=[CH:17][C:16]=2[Cl:27])[CH2:10][CH2:9]1)=[O:7])([CH3:4])([CH3:3])[CH3:2].ClC(OCC(C)C)=O.C([N:38](CC)CC)C.N. Product: [C:1]([O:5][C:6]([N:8]1[CH2:9][CH2:10][CH:11]([O:14][C:15]2[C:20]([C:21](=[O:23])[NH2:38])=[CH:19][C:18]([N+:24]([O-:26])=[O:25])=[CH:17][C:16]=2[Cl:27])[CH2:12][CH2:13]1)=[O:7])([CH3:2])([CH3:3])[CH3:4]. The catalyst class is: 4. (5) Reactant: [F:1][C:2]1[CH:3]=[C:4]([CH:17]=[CH:18][CH:19]=1)[O:5][C@H:6]1[CH2:11][CH2:10][C@H:9]([C:12]([O:14]CC)=[O:13])[CH2:8][CH2:7]1.C1COCC1.[OH-].[Na+]. Product: [F:1][C:2]1[CH:3]=[C:4]([CH:17]=[CH:18][CH:19]=1)[O:5][C@H:6]1[CH2:11][CH2:10][C@H:9]([C:12]([OH:14])=[O:13])[CH2:8][CH2:7]1. The catalyst class is: 14. (6) Reactant: [CH3:1][C:2]1[NH:3][C:4]2[C:9]([C:10]=1[C:11]([O:13][C:14]([CH3:17])([CH3:16])[CH3:15])=[O:12])=[CH:8][CH:7]=[CH:6][CH:5]=2.[H-].[Na+].[CH3:20][CH:21]([CH3:26])[CH2:22][C:23](Cl)=[O:24]. Product: [CH3:1][C:2]1[N:3]([C:23](=[O:24])[CH2:22][CH:21]([CH3:26])[CH3:20])[C:4]2[C:9]([C:10]=1[C:11]([O:13][C:14]([CH3:17])([CH3:16])[CH3:15])=[O:12])=[CH:8][CH:7]=[CH:6][CH:5]=2. The catalyst class is: 9. (7) Reactant: [F:1][C:2]1[CH:3]=[C:4]2[C:11]([C:12]3[N:13]=[N:14][C:15]4[C:20]([CH3:22])([CH3:21])[C:19](=[O:23])[NH:18][C:16]=4[N:17]=3)=[N:10][NH:9][C:5]2=[N:6][C:7]=1[CH3:8].C(=O)([O-])[O-].[Cs+].[Cs+].Br[CH2:31][C:32]1[CH:37]=[CH:36][CH:35]=[C:34]([Cl:38])[C:33]=1[F:39]. Product: [Cl:38][C:34]1[C:33]([F:39])=[C:32]([CH:37]=[CH:36][CH:35]=1)[CH2:31][N:9]1[C:5]2=[N:6][C:7]([CH3:8])=[C:2]([F:1])[CH:3]=[C:4]2[C:11]([C:12]2[N:13]=[N:14][C:15]3[C:20]([CH3:21])([CH3:22])[C:19](=[O:23])[NH:18][C:16]=3[N:17]=2)=[N:10]1. The catalyst class is: 39. (8) Reactant: [H-].[H-].[H-].[H-].[Li+].[Al+3].[F:7][C:8]1[CH:16]=[C:15]2[C:11]([C:12]([C:26]3[CH:27]=[N:28][N:29]([CH2:31][CH2:32][NH:33][C:34](=O)OC(C)(C)C)[CH:30]=3)=[CH:13][N:14]2S(C2C=CC=CC=2)(=O)=O)=[CH:10][CH:9]=1.O.[OH-].[Na+]. Product: [F:7][C:8]1[CH:16]=[C:15]2[C:11]([C:12]([C:26]3[CH:27]=[N:28][N:29]([CH2:31][CH2:32][NH:33][CH3:34])[CH:30]=3)=[CH:13][NH:14]2)=[CH:10][CH:9]=1. The catalyst class is: 1. (9) Reactant: [CH:1]1([O:6][C:7](=[O:41])[C@@H:8]([NH2:40])[CH2:9][CH2:10][O:11][C:12]2[CH:21]=[C:20]3[C:15]([C:16]([O:22][C:23]4[CH:28]=[CH:27][C:26]([NH:29][C:30](=[O:37])[C:31]5[CH:36]=[CH:35][CH:34]=[CH:33][CH:32]=5)=[CH:25][CH:24]=4)=[CH:17][CH:18]=[N:19]3)=[CH:14][C:13]=2[O:38][CH3:39])[CH2:5][CH2:4][CH2:3][CH2:2]1.[C:42](Cl)(=[O:44])[CH3:43].C(N(CC)CC)C. Product: [CH:1]1([O:6][C:7](=[O:41])[C@@H:8]([NH:40][C:42](=[O:44])[CH3:43])[CH2:9][CH2:10][O:11][C:12]2[CH:21]=[C:20]3[C:15]([C:16]([O:22][C:23]4[CH:28]=[CH:27][C:26]([NH:29][C:30](=[O:37])[C:31]5[CH:32]=[CH:33][CH:34]=[CH:35][CH:36]=5)=[CH:25][CH:24]=4)=[CH:17][CH:18]=[N:19]3)=[CH:14][C:13]=2[O:38][CH3:39])[CH2:5][CH2:4][CH2:3][CH2:2]1. The catalyst class is: 2. (10) Reactant: O[CH2:2][CH2:3][N:4]([CH3:14])[C:5](CC1CCCCC1)=[O:6].[O:15]=[S:16]1(=[O:39])[C:20]2[CH:21]=[CH:22][CH:23]=[CH:24][C:19]=2[C:18]([NH:25][C@@H:26]([CH2:31][C:32]2[CH:37]=[CH:36][C:35]([OH:38])=[CH:34][CH:33]=2)[C:27]([O:29][CH3:30])=[O:28])=[N:17]1.[C:53]1(P([C:53]2[CH:58]=[CH:57][CH:56]=[CH:55][CH:54]=2)[C:53]2[CH:58]=[CH:57][CH:56]=[CH:55][CH:54]=2)[CH:58]=[CH:57][CH:56]=[CH:55][CH:54]=1.C1CCN(C(N=NC(N2CCCCC2)=O)=O)CC1. Product: [O:15]=[S:16]1(=[O:39])[C:20]2[CH:21]=[CH:22][CH:23]=[CH:24][C:19]=2[C:18]([NH:25][C@@H:26]([CH2:31][C:32]2[CH:33]=[CH:34][C:35]([O:38][CH2:2][CH2:3][N:4]([C:5]([CH:53]3[CH2:54][CH2:55][CH2:56][CH2:57][CH2:58]3)=[O:6])[CH3:14])=[CH:36][CH:37]=2)[C:27]([O:29][CH3:30])=[O:28])=[N:17]1. The catalyst class is: 7.